This data is from Full USPTO retrosynthesis dataset with 1.9M reactions from patents (1976-2016). The task is: Predict the reactants needed to synthesize the given product. (1) Given the product [Br:2][C:3]1[CH:4]=[CH:5][C:6]([C:9]([N:11]2[CH2:12][CH:13]3[CH2:14][N:15]([C:28](=[O:31])[CH2:29][CH3:30])[CH2:16][CH:17]3[CH2:18]2)=[O:10])=[CH:7][CH:8]=1, predict the reactants needed to synthesize it. The reactants are: Cl.[Br:2][C:3]1[CH:8]=[CH:7][C:6]([C:9]([N:11]2[CH2:18][CH:17]3[CH:13]([CH2:14][NH:15][CH2:16]3)[CH2:12]2)=[O:10])=[CH:5][CH:4]=1.C(N(C(C)C)C(C)C)C.[C:28](Cl)(=[O:31])[CH2:29][CH3:30]. (2) Given the product [CH2:16]([N:15]([CH2:8][C:9]1[CH:14]=[CH:13][CH:12]=[CH:11][CH:10]=1)[CH2:7][CH:5]([OH:6])[C:2]([F:4])([F:3])[F:1])[C:17]1[CH:22]=[CH:21][CH:20]=[CH:19][CH:18]=1, predict the reactants needed to synthesize it. The reactants are: [F:1][C:2]([CH:5]1[CH2:7][O:6]1)([F:4])[F:3].[CH2:8]([NH:15][CH2:16][C:17]1[CH:22]=[CH:21][CH:20]=[CH:19][CH:18]=1)[C:9]1[CH:14]=[CH:13][CH:12]=[CH:11][CH:10]=1.O.FC(F)(F)S([O-])(=O)=O.[Yb+3].FC(F)(F)S([O-])(=O)=O.FC(F)(F)S([O-])(=O)=O.C(#N)C. (3) Given the product [Cl:1][C:2]1[CH:3]=[CH:4][C:5]([C:8]2[CH:9]=[N:10][CH:11]=[C:12]3[C:17]=2[N:16]=[C:15]([C:18]([N:54]2[CH2:59][CH2:58][S:57](=[O:61])(=[O:60])[CH2:56][CH2:55]2)=[O:20])[CH:14]=[CH:13]3)=[CH:6][CH:7]=1, predict the reactants needed to synthesize it. The reactants are: [Cl:1][C:2]1[CH:7]=[CH:6][C:5]([C:8]2[CH:9]=[N:10][CH:11]=[C:12]3[C:17]=2[N:16]=[C:15]([C:18]([OH:20])=O)[CH:14]=[CH:13]3)=[CH:4][CH:3]=1.C(N(CC)C(C)C)(C)C.F[P-](F)(F)(F)(F)F.N1(OC(N(C)C)=[N+](C)C)C2N=CC=CC=2N=N1.[NH:54]1[CH2:59][CH2:58][S:57](=[O:61])(=[O:60])[CH2:56][CH2:55]1. (4) Given the product [Cl:21][C:5]1[C:6]2[O:10][CH:9]=[C:8]([C:11](=[O:12])[C:13]3[CH:18]=[CH:17][C:16]([O:19][CH3:20])=[CH:15][CH:14]=3)[C:7]=2[C:2](=[O:25])[C:3](=[O:22])[CH:4]=1, predict the reactants needed to synthesize it. The reactants are: Cl[C:2]1[C:7]2[C:8]([C:11]([C:13]3[CH:18]=[CH:17][C:16]([O:19][CH3:20])=[CH:15][CH:14]=3)=[O:12])=[CH:9][O:10][C:6]=2[C:5]([Cl:21])=[CH:4][C:3]=1[OH:22].CC(OI1(OC(C)=O)(OC(C)=O)OC(=O)C2C=CC=CC1=2)=[O:25]. (5) Given the product [Br:17][C:12]1[CH:13]=[C:14]2[C:9](=[CH:10][CH:11]=1)[N:8]=[CH:7][C:6]([C:4]([O:3][CH2:1][CH3:2])=[O:5])=[C:15]2[NH:23][CH2:22][C@@H:21]([O:20][CH3:19])[CH3:24], predict the reactants needed to synthesize it. The reactants are: [CH2:1]([O:3][C:4]([C:6]1[CH:7]=[N:8][C:9]2[C:14]([C:15]=1Cl)=[CH:13][C:12]([Br:17])=[CH:11][CH:10]=2)=[O:5])[CH3:2].Cl.[CH3:19][O:20][C@@H:21]([CH3:24])[CH2:22][NH2:23].C(N(C(C)C)CC)(C)C. (6) Given the product [CH2:1]1[C:9]2[C:4](=[CH:5][C:6]([OH:10])=[CH:7][CH:8]=2)[CH2:3][CH2:2]1.[F:15][C:14]([F:17])([F:16])[S:11]([O:10][S:11]([C:14]([F:17])([F:16])[F:15])(=[O:12])=[O:10])(=[O:13])=[O:12], predict the reactants needed to synthesize it. The reactants are: [CH2:1]1[C:9]2[C:4](=[CH:5][C:6]([O:10][S:11]([C:14]([F:17])([F:16])[F:15])(=[O:13])=[O:12])=[CH:7][CH:8]=2)[CH2:3][CH2:2]1.C(N(CC)CC)C. (7) Given the product [C:19]([O:18][C@H:15]1[CH2:16][CH2:17][C@H:12]([C:10](=[O:11])[NH:9][CH2:8][C:3]2[C:2]([Cl:1])=[N:7][CH:6]=[CH:5][N:4]=2)[CH2:13][CH2:14]1)(=[O:21])[CH3:20], predict the reactants needed to synthesize it. The reactants are: [Cl:1][C:2]1[C:3]([CH2:8][NH:9][C:10]([C@H:12]2[CH2:17][CH2:16][C@H:15]([OH:18])[CH2:14][CH2:13]2)=[O:11])=[N:4][CH:5]=[CH:6][N:7]=1.[C:19](OC(=O)C)(=[O:21])[CH3:20]. (8) Given the product [Cl:1][C:2]1[CH:7]=[CH:6][C:5]([N:8]2[CH2:9][CH2:10][C:11](=[CH:14][CH2:15][OH:16])[CH2:12][CH2:13]2)=[CH:4][C:3]=1[O:19][CH3:20], predict the reactants needed to synthesize it. The reactants are: [Cl:1][C:2]1[CH:7]=[CH:6][C:5]([N:8]2[CH2:13][CH2:12][C:11](=[CH:14][C:15](OC)=[O:16])[CH2:10][CH2:9]2)=[CH:4][C:3]=1[O:19][CH3:20].CC(C[AlH]CC(C)C)C.